This data is from Full USPTO retrosynthesis dataset with 1.9M reactions from patents (1976-2016). The task is: Predict the reactants needed to synthesize the given product. (1) Given the product [O:1]1[CH2:2][CH2:3][N:4]([CH2:28][C:22]2[CH:27]=[CH:26][C:25]([C:16](=[O:18])[CH3:17])=[CH:24][CH:23]=2)[CH2:5][CH2:6]1, predict the reactants needed to synthesize it. The reactants are: [O:1]1[CH2:6][CH2:5][N:4](CC2C=CC(C#N)=CC=2)[CH2:3][CH2:2]1.[CH2:16]([O:18]CC)[CH3:17].Cl.[C:22]1([CH3:28])[CH:27]=[CH:26][CH:25]=[CH:24][CH:23]=1. (2) Given the product [OH:8][N:9]([CH2:12][C:13]1([C:19]([NH:21][NH:22][C:23]2[N:28]=[C:27]([C:29]([F:32])([F:30])[F:31])[CH:26]=[CH:25][N:24]=2)=[O:20])[CH2:18][CH2:17][CH2:16][CH2:15][CH2:14]1)[CH:10]=[O:11], predict the reactants needed to synthesize it. The reactants are: C([O:8][N:9]([CH2:12][C:13]1([C:19]([NH:21][NH:22][C:23]2[N:28]=[C:27]([C:29]([F:32])([F:31])[F:30])[CH:26]=[CH:25][N:24]=2)=[O:20])[CH2:18][CH2:17][CH2:16][CH2:15][CH2:14]1)[CH:10]=[O:11])C1C=CC=CC=1. (3) Given the product [Cl:33][C:34]1[CH:66]=[CH:65][C:37]([C:38]([NH:40][C:41]2[CH:46]=[CH:45][C:44]([C:47]3[CH:55]=[C:54]4[C:50]([CH2:51][N:52]([C@@H:57]([CH:62]([CH3:64])[CH3:63])[C:58]([OH:60])=[O:59])[C:53]4=[O:56])=[CH:49][CH:48]=3)=[CH:43][CH:42]=2)=[O:39])=[CH:36][CH:35]=1, predict the reactants needed to synthesize it. The reactants are: C(NC1C=CC(C2C=C3C(CN([C@@H](C(C)C)C(O)=O)C3=O)=CC=2)=CC=1)(=O)C1C=CC=CC=1.[Cl:33][C:34]1[CH:66]=[CH:65][C:37]([C:38]([NH:40][C:41]2[CH:46]=[CH:45][C:44]([C:47]3[CH:55]=[C:54]4[C:50]([CH2:51][N:52]([C@@H:57]([CH:62]([CH3:64])[CH3:63])[C:58]([O:60]C)=[O:59])[C:53]4=[O:56])=[CH:49][CH:48]=3)=[CH:43][CH:42]=2)=[O:39])=[CH:36][CH:35]=1.